This data is from Full USPTO retrosynthesis dataset with 1.9M reactions from patents (1976-2016). The task is: Predict the reactants needed to synthesize the given product. (1) Given the product [Si:14]([O:13][C@H:10]([CH2:11][OH:12])[C@@H:9]([NH:21][C:22](=[O:28])[O:23][C:24]([CH3:27])([CH3:26])[CH3:25])[CH2:8][C:4]1[CH:5]=[CH:6][CH:7]=[C:2]([C:50]#[C:49][Si:51]([CH3:54])([CH3:53])[CH3:52])[CH:3]=1)([C:17]([CH3:20])([CH3:19])[CH3:18])([CH3:16])[CH3:15], predict the reactants needed to synthesize it. The reactants are: Br[C:2]1[CH:3]=[C:4]([CH2:8][C@H:9]([NH:21][C:22](=[O:28])[O:23][C:24]([CH3:27])([CH3:26])[CH3:25])[C@H:10]([O:13][Si:14]([C:17]([CH3:20])([CH3:19])[CH3:18])([CH3:16])[CH3:15])[CH2:11][OH:12])[CH:5]=[CH:6][CH:7]=1.N#N.F[B-](F)(F)F.C([PH+](C(C)(C)C)C(C)(C)C)(C)(C)C.[C:49]([Si:51]([CH3:54])([CH3:53])[CH3:52])#[CH:50].C(NC(C)C)(C)C. (2) Given the product [Cl:20][C:6]1[CH:5]=[N:4][CH:3]=[C:2]([Cl:1])[C:7]=1[S:8][C:9]1[S:13][C:12]([C:14]([NH:31][CH2:30][CH2:29][CH:26]2[CH2:25][CH2:24][N:23]([CH2:21][CH3:22])[CH2:28][CH2:27]2)=[O:16])=[CH:11][C:10]=1[N+:17]([O-:19])=[O:18], predict the reactants needed to synthesize it. The reactants are: [Cl:1][C:2]1[CH:3]=[N:4][CH:5]=[C:6]([Cl:20])[C:7]=1[S:8][C:9]1[S:13][C:12]([C:14]([OH:16])=O)=[CH:11][C:10]=1[N+:17]([O-:19])=[O:18].[CH2:21]([N:23]1[CH2:28][CH2:27][CH:26]([CH2:29][CH2:30][NH2:31])[CH2:25][CH2:24]1)[CH3:22].